Predict which catalyst facilitates the given reaction. From a dataset of Catalyst prediction with 721,799 reactions and 888 catalyst types from USPTO. (1) Reactant: [F:1][C:2]1[CH:3]=[C:4]2[C:8](=[CH:9][CH:10]=1)[N:7]([N:11]=O)[CH2:6][C:5]2([CH3:14])[CH3:13].[H-].[H-].[H-].[H-].[Li+].[Al+3]. Product: [F:1][C:2]1[CH:3]=[C:4]2[C:8](=[CH:9][CH:10]=1)[N:7]([NH2:11])[CH2:6][C:5]2([CH3:14])[CH3:13]. The catalyst class is: 1. (2) Reactant: Cl.Cl.[C:3]([C:7]1[CH:12]=[CH:11][CH:10]=[CH:9][C:8]=1[N:13]1[CH2:18][CH2:17][NH:16][CH2:15][CH2:14]1)([CH3:6])([CH3:5])[CH3:4].C(N(C(C)C)CC)(C)C.Cl.[F:29][C:30]1[CH:38]=[CH:37][C:33]([C:34](Cl)=[O:35])=[CH:32][CH:31]=1. Product: [C:3]([C:7]1[CH:12]=[CH:11][CH:10]=[CH:9][C:8]=1[N:13]1[CH2:18][CH2:17][N:16]([C:34]([C:33]2[CH:37]=[CH:38][C:30]([F:29])=[CH:31][CH:32]=2)=[O:35])[CH2:15][CH2:14]1)([CH3:6])([CH3:4])[CH3:5]. The catalyst class is: 2. (3) Reactant: [F:1][C:2]1[CH:3]=[CH:4][C:5]([N+:15]([O-])=O)=[C:6]([NH:8][C:9]2[CH:13]=[CH:12][N:11]([CH3:14])[N:10]=2)[CH:7]=1. Product: [F:1][C:2]1[CH:7]=[C:6]([NH:8][C:9]2[CH:13]=[CH:12][N:11]([CH3:14])[N:10]=2)[C:5]([NH2:15])=[CH:4][CH:3]=1. The catalyst class is: 25.